This data is from Peptide-MHC class I binding affinity with 185,985 pairs from IEDB/IMGT. The task is: Regression. Given a peptide amino acid sequence and an MHC pseudo amino acid sequence, predict their binding affinity value. This is MHC class I binding data. (1) The peptide sequence is KPKLKVATL. The MHC is HLA-B27:05 with pseudo-sequence HLA-B27:05. The binding affinity (normalized) is 0.0847. (2) The binding affinity (normalized) is 0.0847. The MHC is HLA-B27:05 with pseudo-sequence HLA-B27:05. The peptide sequence is VYAYPSGEK. (3) The peptide sequence is RILQRGLLGR. The MHC is HLA-A03:01 with pseudo-sequence HLA-A03:01. The binding affinity (normalized) is 0.741. (4) The peptide sequence is YMKFFGNFK. The MHC is HLA-B18:01 with pseudo-sequence HLA-B18:01. The binding affinity (normalized) is 0.0847. (5) The peptide sequence is LLEIKDKEQY. The MHC is HLA-A29:02 with pseudo-sequence HLA-A29:02. The binding affinity (normalized) is 0.245. (6) The peptide sequence is HSKRKCDEL. The MHC is HLA-A03:01 with pseudo-sequence HLA-A03:01. The binding affinity (normalized) is 0. (7) The peptide sequence is ITLWQRPLV. The MHC is HLA-A24:02 with pseudo-sequence HLA-A24:02. The binding affinity (normalized) is 0.0151. (8) The peptide sequence is QSGLYRYHM. The MHC is H-2-Db with pseudo-sequence H-2-Db. The binding affinity (normalized) is 0.0821.